The task is: Predict which catalyst facilitates the given reaction.. This data is from Catalyst prediction with 721,799 reactions and 888 catalyst types from USPTO. (1) Reactant: [NH2:1][C:2]1[CH:7]=[CH:6][C:5]([CH3:8])=[CH:4][CH:3]=1.C(=O)([O-])[O-].[K+].[K+].[C:15](Cl)(=[O:17])[CH3:16]. Product: [CH3:8][C:5]1[CH:6]=[CH:7][C:2]([NH:1][C:15]([CH3:16])=[O:17])=[CH:3][CH:4]=1. The catalyst class is: 84. (2) Reactant: [NH2:1][C:2]1[CH:7]=[CH:6][C:5]([CH3:8])=[CH:4][C:3]=1[OH:9].C(OCC)(=O)C.C(=O)([O-])O.[Na+].[Br:21][CH:22]([C:26]1[CH:31]=[CH:30][CH:29]=[CH:28][CH:27]=1)[C:23](Br)=[O:24]. Product: [Br:21][CH:22]([C:26]1[CH:31]=[CH:30][CH:29]=[CH:28][CH:27]=1)[C:23]([NH:1][C:2]1[CH:7]=[CH:6][C:5]([CH3:8])=[CH:4][C:3]=1[OH:9])=[O:24]. The catalyst class is: 6. (3) Reactant: Br[C:2]1[CH:3]=[C:4]([CH:9]=[C:10](Br)[CH:11]=1)[C:5]([O:7][CH3:8])=[O:6].[C:13]1(B(O)O)[CH:18]=[CH:17][CH:16]=[CH:15][CH:14]=1.C(=O)([O-])[O-].[Na+].[Na+]. Product: [C:13]1([C:2]2[CH:3]=[C:4]([C:5]([O:7][CH3:8])=[O:6])[CH:9]=[C:10]([C:2]3[CH:3]=[CH:4][CH:9]=[CH:10][CH:11]=3)[CH:11]=2)[CH:18]=[CH:17][CH:16]=[CH:15][CH:14]=1. The catalyst class is: 600. (4) Reactant: [CH2:1]([O:3][C:4]([C:6]1[NH:7][C:8]2[C:13]([CH:14]=1)=[CH:12][C:11]([N+:15]([O-:17])=[O:16])=[CH:10][CH:9]=2)=[O:5])[CH3:2].[H-].[Na+].[CH2:20](I)[CH3:21].C(O)C. Product: [CH2:1]([O:3][C:4]([C:6]1[N:7]([CH2:20][CH3:21])[C:8]2[C:13]([CH:14]=1)=[CH:12][C:11]([N+:15]([O-:17])=[O:16])=[CH:10][CH:9]=2)=[O:5])[CH3:2]. The catalyst class is: 18. (5) Reactant: [NH2:1][C:2]1[S:3][CH:4]=[C:5]([C:12]2[CH:17]=[CH:16][C:15]([F:18])=[CH:14][CH:13]=2)[C:6]=1[C:7](OCC)=[O:8].Cl.Cl[C:21]([NH2:23])=[NH:22].CS(C)(=O)=O.N. Product: [NH2:23][C:21]1[NH:1][C:2]2[S:3][CH:4]=[C:5]([C:12]3[CH:17]=[CH:16][C:15]([F:18])=[CH:14][CH:13]=3)[C:6]=2[C:7](=[O:8])[N:22]=1. The catalyst class is: 6. (6) The catalyst class is: 9. Reactant: [CH3:1][O:2][C:3]([C:5]1[N:10]=[C:9]([Cl:11])[CH:8]=[C:7](Cl)[C:6]=1[Cl:13])=[O:4].[CH2:14]([NH2:17])[CH:15]=[CH2:16].C(N(CC)CC)C.O. Product: [Cl:11][C:9]1[CH:8]=[C:7]([NH:17][CH2:14][CH:15]=[CH2:16])[C:6]([Cl:13])=[C:5]([C:3]([O:2][CH3:1])=[O:4])[N:10]=1. (7) Reactant: [NH2:1][C@H:2]1[CH2:6][CH2:5][N:4]([C:7]([O:9][C:10]([CH3:13])([CH3:12])[CH3:11])=[O:8])[CH2:3]1.Cl[C:15]([O:17][CH3:18])=[O:16].C(N(CC)CC)C. Product: [CH3:18][O:17][C:15]([NH:1][C@H:2]1[CH2:6][CH2:5][N:4]([C:7]([O:9][C:10]([CH3:13])([CH3:12])[CH3:11])=[O:8])[CH2:3]1)=[O:16]. The catalyst class is: 2. (8) Reactant: [ClH:1].[CH3:2][N:3]([CH3:32])[CH:4]1[CH2:9][CH2:8][N:7]([C:10](=[O:31])[CH2:11][CH2:12][C:13]2[N:14]([CH2:18][C:19]([O:21][C:22]3[CH:23]=[C:24]4[C:28](=[CH:29][CH:30]=3)[CH2:27][CH2:26][CH2:25]4)=[O:20])[CH:15]=[CH:16][N:17]=2)[CH2:6][CH2:5]1. Product: [ClH:1].[CH3:32][N:3]([CH3:2])[CH:4]1[CH2:9][CH2:8][N:7]([C:10](=[O:31])[CH2:11][CH2:12][C:13]2[N:14]([CH2:18][C:19]([O:21][C:22]3[CH:23]=[C:24]4[C:28](=[CH:29][CH:30]=3)[CH2:27][CH2:26][CH2:25]4)=[O:20])[CH:15]=[CH:16][N:17]=2)[CH2:6][CH2:5]1. The catalyst class is: 27. (9) Reactant: [NH2:1][C:2]1[N:3]=[CH:4][C:5]([C:8]2[C:13]([F:14])=[CH:12][C:11]([C:15]3[CH:20]=[CH:19][CH:18]=[CH:17][C:16]=3[S:21]CCC(OCC)=O)=[CH:10][CH:9]=2)=[N:6][CH:7]=1.C1COCC1.CC([O-])(C)C.[K+].Cl. Product: [NH2:1][C:2]1[N:3]=[CH:4][C:5]([C:8]2[C:13]([F:14])=[CH:12][C:11]([C:15]3[C:16]([SH:21])=[CH:17][CH:18]=[CH:19][CH:20]=3)=[CH:10][CH:9]=2)=[N:6][CH:7]=1. The catalyst class is: 6. (10) Reactant: [O:1]=[C:2]1[CH2:7][CH2:6][C:5]([C:13]([O:15][CH2:16][CH3:17])=[O:14])([C:8]([O:10][CH2:11][CH3:12])=[O:9])[CH2:4][CH2:3]1.[F:18][C:19]([F:38])([F:37])[S:20](N(C1C=CC=CC=1)[S:20]([C:19]([F:38])([F:37])[F:18])(=[O:22])=[O:21])(=[O:22])=[O:21].C[Si]([N-][Si](C)(C)C)(C)C.[K+]. Product: [F:18][C:19]([F:38])([F:37])[S:20]([O:1][C:2]1[CH2:3][CH2:4][C:5]([C:8]([O:10][CH2:11][CH3:12])=[O:9])([C:13]([O:15][CH2:16][CH3:17])=[O:14])[CH2:6][CH:7]=1)(=[O:22])=[O:21]. The catalyst class is: 1.